From a dataset of Forward reaction prediction with 1.9M reactions from USPTO patents (1976-2016). Predict the product of the given reaction. (1) Given the reactants Br[C:2]1[N:6]([CH3:7])[CH:5]=[N:4][C:3]=1[C:8]1[CH:13]=[C:12]([C:14]#[N:15])[CH:11]=[CH:10][N:9]=1.[N:16]1([C:21]2[CH:26]=[CH:25][C:24](B(O)O)=[CH:23][CH:22]=2)[CH:20]=[CH:19][CH:18]=[N:17]1, predict the reaction product. The product is: [CH3:7][N:6]1[C:2]([C:24]2[CH:23]=[CH:22][C:21]([N:16]3[CH:20]=[CH:19][CH:18]=[N:17]3)=[CH:26][CH:25]=2)=[C:3]([C:8]2[CH:13]=[C:12]([C:14]#[N:15])[CH:11]=[CH:10][N:9]=2)[N:4]=[CH:5]1. (2) Given the reactants Cl.[Br:2][CH2:3][CH2:4][CH2:5][CH2:6][O:7][C@H:8]1[CH2:13][CH2:12][C@H:11]([NH:14][CH3:15])[CH2:10][CH2:9]1.[F:16][C:17]1[CH:18]=[C:19]([S:24](Cl)(=[O:26])=[O:25])[CH:20]=[CH:21][C:22]=1[F:23], predict the reaction product. The product is: [Br:2][CH2:3][CH2:4][CH2:5][CH2:6][O:7][C@H:8]1[CH2:9][CH2:10][C@H:11]([N:14]([CH3:15])[S:24]([C:19]2[CH:20]=[CH:21][C:22]([F:23])=[C:17]([F:16])[CH:18]=2)(=[O:26])=[O:25])[CH2:12][CH2:13]1. (3) Given the reactants [S:1]([C:13]1[CH:21]=[CH:20][CH:19]=[CH:18][C:14]=1[C:15](O)=[O:16])([C:4]1[CH:12]=[CH:11][CH:10]=[CH:9][C:5]=1[C:6](O)=[O:7])(=[O:3])=[O:2].C(C1C=CC=C([N+]([O-])=O)C=1SC1C=CC(F)=CC=1C(O)=O)(O)=O.B, predict the reaction product. The product is: [OH:7][CH2:6][C:5]1[CH:9]=[CH:10][CH:11]=[CH:12][C:4]=1[S:1]([C:13]1[C:14]([CH2:15][OH:16])=[CH:18][CH:19]=[CH:20][CH:21]=1)(=[O:3])=[O:2]. (4) Given the reactants [CH3:1][O:2][CH2:3][C@H:4]([CH3:35])[O:5][C:6]1[CH:7]=[C:8]([C:23]2[N:24]([C:28]([O:30][C:31]([CH3:34])([CH3:33])[CH3:32])=[O:29])[CH:25]=[CH:26][CH:27]=2)[CH:9]=[C:10]([O:12][C:13]2[CH:18]=[CH:17][C:16]([S:19]([CH3:22])(=[O:21])=[O:20])=[CH:15][CH:14]=2)[CH:11]=1.[Br:36]N1C(=O)CCC1=O.O, predict the reaction product. The product is: [Br:36][C:25]1[N:24]([C:28]([O:30][C:31]([CH3:34])([CH3:33])[CH3:32])=[O:29])[C:23]([C:8]2[CH:9]=[C:10]([O:12][C:13]3[CH:18]=[CH:17][C:16]([S:19]([CH3:22])(=[O:21])=[O:20])=[CH:15][CH:14]=3)[CH:11]=[C:6]([O:5][C@@H:4]([CH3:35])[CH2:3][O:2][CH3:1])[CH:7]=2)=[CH:27][CH:26]=1. (5) Given the reactants [CH3:1][C:2]1[N:7]2[N:8]=[N:9][N:10]=[C:6]2[C:5]([N+:11]([O-])=O)=[C:4]([NH:14][CH2:15][CH2:16][CH2:17][CH2:18][OH:19])[C:3]=1[CH3:20], predict the reaction product. The product is: [NH2:11][C:5]1[C:6]2[N:7]([N:8]=[N:9][N:10]=2)[C:2]([CH3:1])=[C:3]([CH3:20])[C:4]=1[NH:14][CH2:15][CH2:16][CH2:17][CH2:18][OH:19]. (6) Given the reactants [N:1]1([CH2:7][CH2:8][CH2:9][O:10][C:11]2[CH:18]=[CH:17][C:14]([CH:15]=O)=[CH:13][CH:12]=2)[CH2:6][CH2:5][CH2:4][CH2:3][CH2:2]1.[CH3:19][NH:20][CH:21]1[CH2:26][CH2:25][N:24]([CH3:27])[CH2:23][CH2:22]1.C(O[BH-](OC(=O)C)OC(=O)C)(=O)C.[Na+].[OH-].[Na+].[CH2:44]([Cl:46])[Cl:45], predict the reaction product. The product is: [NH3:1].[CH2:44]([Cl:46])[Cl:45].[CH3:19][N:20]([CH:21]1[CH2:26][CH2:25][N:24]([CH3:27])[CH2:23][CH2:22]1)[CH2:15][C:14]1[CH:17]=[CH:18][C:11]([O:10][CH2:9][CH2:8][CH2:7][N:1]2[CH2:6][CH2:5][CH2:4][CH2:3][CH2:2]2)=[CH:12][CH:13]=1. (7) Given the reactants [N:1]12[CH2:8][CH2:7][CH:4]([CH2:5][CH2:6]1)[CH:3]([O:9][C:10]1[CH:15]=[CH:14][C:13]([N:16]([C:26]3[C:30]4[CH:31]=[CH:32][CH:33]=[CH:34][C:29]=4[S:28][CH:27]=3)[C:17]3[C:21]4[CH:22]=[CH:23][CH:24]=[CH:25][C:20]=4[S:19][CH:18]=3)=[CH:12][CH:11]=1)[CH2:2]2.[ClH:35].O1CCOCC1, predict the reaction product. The product is: [ClH:35].[N:1]12[CH2:8][CH2:7][CH:4]([CH2:5][CH2:6]1)[CH:3]([O:9][C:10]1[CH:11]=[CH:12][C:13]([N:16]([C:26]3[C:30]4[CH:31]=[CH:32][CH:33]=[CH:34][C:29]=4[S:28][CH:27]=3)[C:17]3[C:21]4[CH:22]=[CH:23][CH:24]=[CH:25][C:20]=4[S:19][CH:18]=3)=[CH:14][CH:15]=1)[CH2:2]2. (8) The product is: [ClH:11].[CH2:12]([O:14][C:1](=[NH:10])[C:2]1[CH:9]=[CH:8][CH:7]=[CH:6][C:3]=1[C:4]#[N:5])[CH3:13]. Given the reactants [C:1](#[N:10])[C:2]1[C:3](=[CH:6][CH:7]=[CH:8][CH:9]=1)[C:4]#[N:5].[ClH:11].[CH2:12]([OH:14])[CH3:13], predict the reaction product.